This data is from Full USPTO retrosynthesis dataset with 1.9M reactions from patents (1976-2016). The task is: Predict the reactants needed to synthesize the given product. (1) Given the product [Cl:1][C:2]1[CH:3]=[CH:4][C:5]2[N:6]([C:8]([CH3:15])=[C:9]([C:11]([OH:13])=[O:12])[N:10]=2)[CH:7]=1, predict the reactants needed to synthesize it. The reactants are: [Cl:1][C:2]1[CH:3]=[CH:4][C:5]2[N:6]([C:8]([CH3:15])=[C:9]([C:11]([O:13]C)=[O:12])[N:10]=2)[CH:7]=1.[OH-].[K+].Cl. (2) Given the product [S:26]([C:30]1[CH:31]=[CH:32][C:33]([NH:36][C:23]([C:20]2[CH:21]=[N:22][C:17]([C:11]3[CH:12]=[CH:13][CH:14]=[CH:15][CH:16]=3)=[N:18][CH:19]=2)=[O:25])=[CH:34][CH:35]=1)(=[O:28])(=[O:29])[NH2:27], predict the reactants needed to synthesize it. The reactants are: N1SC=C2C=C(N)C=CC=12.[C:11]1([C:17]2[N:22]=[CH:21][C:20]([C:23]([OH:25])=O)=[CH:19][N:18]=2)[CH:16]=[CH:15][CH:14]=[CH:13][CH:12]=1.[S:26]([C:30]1[CH:35]=[CH:34][C:33]([NH-:36])=[CH:32][CH:31]=1)(=[O:29])(=[O:28])[NH2:27]. (3) Given the product [N:1]([C@H:10]1[CH2:14][CH2:13][C@H:12]([NH:15][C:16](=[O:17])[O:18][C:19]([CH3:21])([CH3:20])[CH3:22])[CH2:11]1)=[N+:2]=[N-:3], predict the reactants needed to synthesize it. The reactants are: [N-:1]=[N+:2]=[N-:3].[Na+].CS(O[C@@H:10]1[CH2:14][CH2:13][C@H:12]([NH:15][C:16]([O:18][C:19]([CH3:22])([CH3:21])[CH3:20])=[O:17])[CH2:11]1)(=O)=O.O. (4) Given the product [CH2:1]([N:4]1[C:12](=[O:13])[C:11]2[N:10]([CH2:14][O:15][CH2:16][CH2:17][Si:18]([CH3:21])([CH3:20])[CH3:19])[C:9]([C:22]3[CH:23]=[N:24][N:25]([CH2:37][C:38]#[C:39][C:40]4[CH:45]=[CH:44][C:43]([CH3:46])=[CH:42][CH:41]=4)[CH:26]=3)=[N:8][C:7]=2[N:6]([CH2:27][O:28][CH2:29][CH2:30][Si:31]([CH3:33])([CH3:32])[CH3:34])[C:5]1=[O:35])[CH2:2][CH3:3], predict the reactants needed to synthesize it. The reactants are: [CH2:1]([N:4]1[C:12](=[O:13])[C:11]2[N:10]([CH2:14][O:15][CH2:16][CH2:17][Si:18]([CH3:21])([CH3:20])[CH3:19])[C:9]([C:22]3[CH:23]=[N:24][NH:25][CH:26]=3)=[N:8][C:7]=2[N:6]([CH2:27][O:28][CH2:29][CH2:30][Si:31]([CH3:34])([CH3:33])[CH3:32])[C:5]1=[O:35])[CH2:2][CH3:3].Br[CH2:37][C:38]#[C:39][C:40]1[CH:45]=[CH:44][C:43]([CH3:46])=[CH:42][CH:41]=1.C(=O)([O-])[O-].[K+].[K+]. (5) Given the product [CH3:1][O:2][C:3]1[CH:4]=[CH:5][C:6]2[O:10][CH:9]=[C:8]([CH2:11][CH2:12][N:18]3[CH2:19][CH2:20][N:15]([C:21]4[CH:22]=[CH:23][CH:24]=[C:25]5[C:30]=4[N:29]=[CH:28][CH:27]=[CH:26]5)[CH2:16][CH2:17]3)[C:7]=2[CH:14]=1, predict the reactants needed to synthesize it. The reactants are: [CH3:1][O:2][C:3]1[CH:4]=[CH:5][C:6]2[O:10][CH:9]=[C:8]([CH2:11][CH2:12]I)[C:7]=2[CH:14]=1.[N:15]1([C:21]2[CH:22]=[CH:23][CH:24]=[C:25]3[C:30]=2[N:29]=[CH:28][CH:27]=[CH:26]3)[CH2:20][CH2:19][NH:18][CH2:17][CH2:16]1.C(N(CC)C(C)C)(C)C. (6) Given the product [NH2:15][C:16]1[C:17]([C:18]([C:2]2[CH:7]=[N:6][C:5]([F:8])=[CH:4][CH:3]=2)=[O:19])=[CH:24][C:25]([Br:28])=[CH:26][N:27]=1, predict the reactants needed to synthesize it. The reactants are: Br[C:2]1[CH:3]=[CH:4][C:5]([F:8])=[N:6][CH:7]=1.C([Mg]Cl)(C)C.Cl.[NH2:15][C:16]1[N:27]=[CH:26][C:25]([Br:28])=[CH:24][C:17]=1[C:18](N(OC)C)=[O:19]. (7) The reactants are: C([O:3][C:4](=[O:25])[CH2:5][N:6]1[C:10]2([CH2:15][CH2:14][CH2:13][CH2:12][CH2:11]2)[N:9]=[C:8]([C:16]2[CH:21]=[CH:20][C:19]([O:22][CH3:23])=[CH:18][CH:17]=2)[C:7]1=[O:24])C.O.[OH-].[Na+].Cl. Given the product [CH3:23][O:22][C:19]1[CH:18]=[CH:17][C:16]([C:8]2[C:7](=[O:24])[N:6]([CH2:5][C:4]([OH:25])=[O:3])[C:10]3([CH2:15][CH2:14][CH2:13][CH2:12][CH2:11]3)[N:9]=2)=[CH:21][CH:20]=1, predict the reactants needed to synthesize it.